Dataset: Catalyst prediction with 721,799 reactions and 888 catalyst types from USPTO. Task: Predict which catalyst facilitates the given reaction. (1) Reactant: [CH2:1]([O:3][C:4](=[O:21])[C:5](=[C:7]1[C:16](=O)[C:15]2[C:10](=[CH:11][C:12]([O:19][CH3:20])=[C:13]([Br:18])[CH:14]=2)[O:9][CH2:8]1)O)[CH3:2].Cl.[S:23]1[CH:27]=[CH:26][C:25]([NH:28][NH2:29])=[CH:24]1. Product: [Br:18][C:13]1[C:12]([O:19][CH3:20])=[CH:11][C:10]2[O:9][CH2:8][C:7]3[C:5]([C:4]([O:3][CH2:1][CH3:2])=[O:21])=[N:29][N:28]([C:25]4[CH:26]=[CH:27][S:23][CH:24]=4)[C:16]=3[C:15]=2[CH:14]=1. The catalyst class is: 212. (2) Reactant: N([O-])=O.[Na+].[Br:5][C:6]1[C:11](N)=[CH:10][C:9]([C:13]2[CH:18]=[CH:17][C:16]([Cl:19])=[CH:15][CH:14]=2)=[CH:8][N:7]=1.[F:20][P-](F)(F)(F)(F)F.[H+]. Product: [Br:5][C:6]1[C:11]([F:20])=[CH:10][C:9]([C:13]2[CH:18]=[CH:17][C:16]([Cl:19])=[CH:15][CH:14]=2)=[CH:8][N:7]=1. The catalyst class is: 223. (3) Reactant: [CH2:1]([C:8]1[CH:24]=[CH:23][C:11]2[NH:12][C:13]([CH:15](Cl)[C:16]3[CH:21]=[CH:20][CH:19]=[CH:18][CH:17]=3)=[N:14][C:10]=2[CH:9]=1)[C:2]1[CH:7]=[CH:6][CH:5]=[CH:4][CH:3]=1.[N:25]1([C:31]2[N:36]=[CH:35][CH:34]=[CH:33][N:32]=2)[CH2:30][CH2:29][NH:28][CH2:27][CH2:26]1.C(N(CC)CC)C.O. Product: [CH2:1]([C:8]1[CH:24]=[CH:23][C:11]2[NH:12][C:13]([CH:15]([C:16]3[CH:21]=[CH:20][CH:19]=[CH:18][CH:17]=3)[N:28]3[CH2:29][CH2:30][N:25]([C:31]4[N:32]=[CH:33][CH:34]=[CH:35][N:36]=4)[CH2:26][CH2:27]3)=[N:14][C:10]=2[CH:9]=1)[C:2]1[CH:7]=[CH:6][CH:5]=[CH:4][CH:3]=1. The catalyst class is: 3. (4) Reactant: [Cl:1][C:2]1[CH:3]=[C:4]([CH:6]=[CH:7][CH:8]=1)[NH2:5].C([O:16][CH2:17][CH3:18])(OCC)OCC.[N+:19]([CH2:22]C(OCC)=O)([O-])=O.[C:28](O)(=O)C. Product: [Cl:1][C:2]1[CH:3]=[C:4]([N:5]2[CH:28]=[C:18]([CH2:17][OH:16])[N:19]=[CH:22]2)[CH:6]=[CH:7][CH:8]=1. The catalyst class is: 292. (5) Reactant: [CH3:1][C:2]1([CH3:12])[O:7][CH2:6][C:5]2=[CH:8][C:9]([NH2:11])=[N:10][N:4]2[CH2:3]1.Br[C:14]1[C:15](=[O:22])[N:16]([CH3:21])[N:17]=[C:18]([Cl:20])[CH:19]=1.CC1(C)C2C(=C(P(C3C=CC=CC=3)C3C=CC=CC=3)C=CC=2)OC2C(P(C3C=CC=CC=3)C3C=CC=CC=3)=CC=CC1=2.C([O-])([O-])=O.[Cs+].[Cs+]. Product: [Cl:20][C:18]1[CH:19]=[C:14]([NH:11][C:9]2[CH:8]=[C:5]3[CH2:6][O:7][C:2]([CH3:12])([CH3:1])[CH2:3][N:4]3[N:10]=2)[C:15](=[O:22])[N:16]([CH3:21])[N:17]=1. The catalyst class is: 102. (6) Reactant: [NH2:1][C:2]1[S:3][C:4]2[CH2:5][N:6](C(OC(C)(C)C)=O)[CH2:7][CH2:8][C:9]=2[N:10]=1. Product: [N:10]1[C:9]2[CH2:8][CH2:7][NH:6][CH2:5][C:4]=2[S:3][C:2]=1[NH2:1]. The catalyst class is: 601. (7) Reactant: [H-].[Na+].[CH2:3]1[CH2:7][O:6][CH2:5][CH2:4]1.[CH3:8][NH:9][CH2:10][C:11]1[CH:16]=[CH:15][CH:14]=[CH:13][CH:12]=1.C(OCCBr)C. Product: [CH2:5]([O:6][CH2:7][CH2:3][N:9]([CH2:10][C:11]1[CH:16]=[CH:15][CH:14]=[CH:13][CH:12]=1)[CH3:8])[CH3:4]. The catalyst class is: 84. (8) Reactant: [F:1][CH:2]([CH2:5][OH:6])[CH2:3][OH:4].N1C=CC=CC=1.[S:13](O[S:13]([C:16]([F:19])([F:18])[F:17])(=[O:15])=[O:14])([C:16]([F:19])([F:18])[F:17])(=[O:15])=[O:14]. Product: [F:17][C:16]([F:19])([F:18])[S:13]([O:4][CH2:3][CH:2]([F:1])[CH2:5][O:6][S:13]([C:16]([F:17])([F:18])[F:19])(=[O:14])=[O:15])(=[O:15])=[O:14]. The catalyst class is: 28. (9) Reactant: [Br:1][C:2]1[CH:3]=[C:4]2[N:11]([CH3:12])[CH:10]=[CH:9][C:5]2=[N+:6]([O-])[CH:7]=1.[C:13](#[N:15])C.C(N(CC)CC)C.C[Si](C#N)(C)C. Product: [Br:1][C:2]1[CH:3]=[C:4]2[N:11]([CH3:12])[CH:10]=[CH:9][C:5]2=[N:6][C:7]=1[C:13]#[N:15]. The catalyst class is: 2. (10) Reactant: [CH:1]1([C:4](Cl)=[O:5])[CH2:3][CH2:2]1.[Br:7][C:8]1[CH:9]=[C:10]2[C:14](=[C:15]([NH2:17])[CH:16]=1)[NH:13][CH:12]=[CH:11]2.C(N(CC)CC)C. Product: [Br:7][C:8]1[CH:9]=[C:10]2[C:14](=[C:15]([NH:17][C:4]([CH:1]3[CH2:3][CH2:2]3)=[O:5])[CH:16]=1)[NH:13][CH:12]=[CH:11]2. The catalyst class is: 2.